This data is from Peptide-MHC class II binding affinity with 134,281 pairs from IEDB. The task is: Regression. Given a peptide amino acid sequence and an MHC pseudo amino acid sequence, predict their binding affinity value. This is MHC class II binding data. (1) The peptide sequence is ENLPYLVAYQATVCARAQAP. The MHC is DRB1_0802 with pseudo-sequence DRB1_0802. The binding affinity (normalized) is 0.277. (2) The peptide sequence is LINTIIFLKTNNWHA. The MHC is DRB5_0101 with pseudo-sequence DRB5_0101. The binding affinity (normalized) is 0.154. (3) The peptide sequence is SCWAFSGVAATESAY. The MHC is DRB1_0301 with pseudo-sequence DRB1_0301. The binding affinity (normalized) is 0.0612. (4) The binding affinity (normalized) is 0.231. The MHC is HLA-DQA10101-DQB10501 with pseudo-sequence HLA-DQA10101-DQB10501. The peptide sequence is AALDAQAVELTARLN. (5) The binding affinity (normalized) is 0.123. The MHC is DRB1_0701 with pseudo-sequence DRB1_0701. The peptide sequence is LCSDKQPCNGVTMND. (6) The peptide sequence is YDKFLANVWTVLTGK. The MHC is DRB1_1602 with pseudo-sequence DRB1_1602. The binding affinity (normalized) is 0.616. (7) The peptide sequence is RLCFSKSKNTLMYEI. The MHC is DRB1_0901 with pseudo-sequence DRB1_0901. The binding affinity (normalized) is 0.264.